Dataset: Full USPTO retrosynthesis dataset with 1.9M reactions from patents (1976-2016). Task: Predict the reactants needed to synthesize the given product. (1) Given the product [CH:12]1([N:18]2[CH2:19][CH2:20][C:21]3([CH2:25][N:24]([CH2:1][C:3]4[CH:11]=[CH:10][C:6]([C:7]([OH:9])=[O:8])=[CH:5][CH:4]=4)[CH2:23][CH2:22]3)[CH2:26][CH2:27]2)[CH2:17][CH2:16][CH2:15][CH2:14][CH2:13]1, predict the reactants needed to synthesize it. The reactants are: [CH:1]([C:3]1[CH:11]=[CH:10][C:6]([C:7]([OH:9])=[O:8])=[CH:5][CH:4]=1)=O.[CH:12]1([N:18]2[CH2:27][CH2:26][C:21]3([CH2:25][NH:24][CH2:23][CH2:22]3)[CH2:20][CH2:19]2)[CH2:17][CH2:16][CH2:15][CH2:14][CH2:13]1. (2) Given the product [CH2:1]([N:5]([S:32]([C:35]1[CH:40]=[CH:39][C:38]([CH3:41])=[CH:37][CH:36]=1)(=[O:34])=[O:33])[C@H:6]([C:29]([OH:31])=[O:30])[CH2:7][CH2:8][CH2:9][CH2:10][NH:11][C:58](=[O:60])[C@H:53]([CH2:54][C:55](=[O:57])[NH2:56])[NH:52][C:50]([O:49][CH2:42][C:43]1[CH:44]=[CH:45][CH:46]=[CH:47][CH:48]=1)=[O:51])[CH:2]([CH3:3])[CH3:4], predict the reactants needed to synthesize it. The reactants are: [CH2:1]([N:5]([S:32]([C:35]1[CH:40]=[CH:39][C:38]([CH3:41])=[CH:37][CH:36]=1)(=[O:34])=[O:33])[C@H:6]([C:29]([OH:31])=[O:30])[CH2:7][CH2:8][CH2:9][CH2:10][NH:11]C(OCC1C2C=CC=CC=2C2C1=CC=CC=2)=O)[CH:2]([CH3:4])[CH3:3].[CH2:42]([O:49][C:50]([NH:52][C@H:53]([C:58]([OH:60])=O)[CH2:54][C:55](=[O:57])[NH2:56])=[O:51])[C:43]1[CH:48]=[CH:47][CH:46]=[CH:45][CH:44]=1. (3) Given the product [Cl:56][C:31]1[C:30]([NH:29][C:7]2[N:6]=[C:5]([NH:4][CH:1]3[CH2:2][CH2:3]3)[C:10]3=[N:11][CH:12]=[C:13]([C:14]#[N:15])[N:9]3[N:8]=2)=[CH:35][C:34]([C:36]#[N:37])=[CH:33][C:32]=1[N:38]1[CH2:43][CH2:42][C@@H:41]([OH:44])[C@H:40]([NH:52][C:53](=[O:55])[CH3:54])[CH2:39]1, predict the reactants needed to synthesize it. The reactants are: [CH:1]1([N:4](CC2C=CC(OC)=CC=2)[C:5]2[C:10]3=[N:11][CH:12]=[C:13]([C:14]#[N:15])[N:9]3[N:8]=[C:7](S(C)(=O)=O)[N:6]=2)[CH2:3][CH2:2]1.[NH2:29][C:30]1[C:31]([Cl:56])=[C:32]([N:38]2[CH2:43][CH2:42][C@@H:41]([O:44][Si](C(C)(C)C)(C)C)[C@H:40]([NH:52][C:53](=[O:55])[CH3:54])[CH2:39]2)[CH:33]=[C:34]([C:36]#[N:37])[CH:35]=1. (4) Given the product [CH:1]1([CH2:7][N:8]2[C:12]([O:13][S:20]([C:23]([F:26])([F:25])[F:24])(=[O:21])=[O:19])=[CH:11][C:10]([C:14]([O:16][CH2:17][CH3:18])=[O:15])=[N:9]2)[CH2:2][CH2:3][CH2:4][CH2:5][CH2:6]1, predict the reactants needed to synthesize it. The reactants are: [CH:1]1([CH2:7][N:8]2[C:12]([OH:13])=[CH:11][C:10]([C:14]([O:16][CH2:17][CH3:18])=[O:15])=[N:9]2)[CH2:6][CH2:5][CH2:4][CH2:3][CH2:2]1.[O:19](S(C(F)(F)F)(=O)=O)[S:20]([C:23]([F:26])([F:25])[F:24])(=O)=[O:21]. (5) Given the product [CH2:11]([O:1][C:2]1[CH:9]=[CH:8][CH:7]=[CH:6][C:3]=1[CH:4]=[N+:19]([C:15]([CH3:18])([CH3:17])[CH3:16])[O-:20])[CH2:12][CH2:13][CH3:14], predict the reactants needed to synthesize it. The reactants are: [OH:1][C:2]1[CH:9]=[CH:8][CH:7]=[CH:6][C:3]=1[C:4]#N.I[CH2:11][CH2:12][CH2:13][CH3:14].[C:15]([NH:19][OH:20])([CH3:18])([CH3:17])[CH3:16]. (6) Given the product [CH2:15]([O:17][C:18](=[O:24])[CH:19]([N:11]=[N:8][C:7]1[CH:9]=[CH:10][C:4]([O:3][CH2:1][CH3:2])=[CH:5][CH:6]=1)[C:20](=[O:23])[CH2:21][Cl:22])[CH3:16], predict the reactants needed to synthesize it. The reactants are: [CH2:1]([O:3][C:4]1[CH:10]=[CH:9][C:7]([NH2:8])=[CH:6][CH:5]=1)[CH3:2].[N:11]([O-])=O.[Na+].[CH2:15]([O:17][C:18](=[O:24])[CH2:19][C:20](=[O:23])[CH2:21][Cl:22])[CH3:16].[Na+].[Cl-].CC([O-])=O.[Na+]. (7) Given the product [Cl:1][C:2]1[CH:10]=[C:9]([C:11]([F:14])([F:13])[F:12])[CH:8]=[CH:7][C:3]=1[C:4]([NH:15][CH2:16][C:17]1[CH:18]=[C:19]([CH:35]=[C:36]([F:38])[CH:37]=1)[O:20][C:21]1[CH:33]=[CH:32][C:24]([O:25][C:26]([CH3:31])([CH3:30])[C:27]([OH:29])=[O:28])=[C:23]([CH3:34])[CH:22]=1)=[O:6], predict the reactants needed to synthesize it. The reactants are: [Cl:1][C:2]1[CH:10]=[C:9]([C:11]([F:14])([F:13])[F:12])[CH:8]=[CH:7][C:3]=1[C:4]([OH:6])=O.[NH2:15][CH2:16][C:17]1[CH:18]=[C:19]([CH:35]=[C:36]([F:38])[CH:37]=1)[O:20][C:21]1[CH:33]=[CH:32][C:24]([O:25][C:26]([CH3:31])([CH3:30])[C:27]([OH:29])=[O:28])=[C:23]([CH3:34])[CH:22]=1. (8) Given the product [CH2:1]([N:8]1[C:16]2[C:11](=[CH:12][CH:13]=[C:14]([O:17][CH2:33][CH:42]([CH3:40])[CH3:43])[CH:15]=2)[C:10]([C:18]([NH:20][CH2:21][C:22]2[CH:27]=[CH:26][C:25]([F:28])=[C:24]([F:29])[CH:23]=2)=[O:19])=[C:9]1[CH:30]([CH3:32])[CH3:31])[C:2]1[CH:7]=[CH:6][CH:5]=[CH:4][CH:3]=1, predict the reactants needed to synthesize it. The reactants are: [CH2:1]([N:8]1[C:16]2[C:11](=[CH:12][CH:13]=[C:14]([OH:17])[CH:15]=2)[C:10]([C:18]([NH:20][CH2:21][C:22]2[CH:27]=[CH:26][C:25]([F:28])=[C:24]([F:29])[CH:23]=2)=[O:19])=[C:9]1[CH:30]([CH3:32])[CH3:31])[C:2]1[CH:7]=[CH:6][CH:5]=[CH:4][CH:3]=1.[C:33]([O-])([O-])=O.[K+].[K+].I[CH:40]([CH2:42][CH3:43])C. (9) Given the product [NH2:1][C:2]1[C:3]([Cl:21])=[N:4][CH:5]=[CH:6][C:7]=1[C:8]([O:10][CH3:11])=[O:9], predict the reactants needed to synthesize it. The reactants are: [NH2:1][C:2]1[CH:3]=[N:4][CH:5]=[CH:6][C:7]=1[C:8]([O:10][CH3:11])=[O:9].OO.[O-]S([O-])(=S)=O.[Na+].[Na+].[ClH:21].